From a dataset of NCI-60 drug combinations with 297,098 pairs across 59 cell lines. Regression. Given two drug SMILES strings and cell line genomic features, predict the synergy score measuring deviation from expected non-interaction effect. Drug 1: CNC(=O)C1=CC=CC=C1SC2=CC3=C(C=C2)C(=NN3)C=CC4=CC=CC=N4. Drug 2: CC1=C(C(=CC=C1)Cl)NC(=O)C2=CN=C(S2)NC3=CC(=NC(=N3)C)N4CCN(CC4)CCO. Cell line: 786-0. Synergy scores: CSS=14.2, Synergy_ZIP=-1.72, Synergy_Bliss=2.75, Synergy_Loewe=-11.3, Synergy_HSA=2.46.